From a dataset of Catalyst prediction with 721,799 reactions and 888 catalyst types from USPTO. Predict which catalyst facilitates the given reaction. (1) Reactant: Br[C:2]1[CH:7]=[CH:6][C:5]([CH2:8][N:9]2[CH2:13][CH2:12][CH2:11][CH2:10]2)=[CH:4][C:3]=1[Cl:14].[Li]CCCC.CN([CH:23]=[O:24])C. Product: [Cl:14][C:3]1[CH:4]=[C:5]([CH2:8][N:9]2[CH2:13][CH2:12][CH2:11][CH2:10]2)[CH:6]=[CH:7][C:2]=1[CH:23]=[O:24]. The catalyst class is: 134. (2) Reactant: Br[C:2]1[CH:7]=[CH:6][CH:5]=[C:4]([Br:8])[N:3]=1.[C:9]1(B(O)O)[CH:14]=[CH:13][CH:12]=[CH:11][CH:10]=1.C(=O)([O-])[O-].[K+].[K+]. Product: [Br:8][C:4]1[CH:5]=[CH:6][CH:7]=[C:2]([C:9]2[CH:14]=[CH:13][CH:12]=[CH:11][CH:10]=2)[N:3]=1. The catalyst class is: 762.